From a dataset of Full USPTO retrosynthesis dataset with 1.9M reactions from patents (1976-2016). Predict the reactants needed to synthesize the given product. The reactants are: [C:1]([C:5]([OH:7])=[O:6])([F:4])([F:3])[F:2].C([O:12][C:13](=[O:35])[C@H:14]([CH3:34])[NH:15][S:16]([C:19]1[CH:28]=[C:27]2[C:22]([C:23]([Cl:33])=[CH:24][N:25]=[C:26]2[NH:29][C:30]([NH2:32])=[NH:31])=[CH:21][CH:20]=1)(=[O:18])=[O:17])(C)(C)C. Given the product [F:2][C:1]([F:4])([F:3])[C:5]([OH:7])=[O:6].[Cl:33][C:23]1[C:22]2[C:27](=[CH:28][C:19]([S:16]([NH:15][C@H:14]([C:13]([OH:35])=[O:12])[CH3:34])(=[O:17])=[O:18])=[CH:20][CH:21]=2)[C:26]([NH:29][C:30]([NH2:32])=[NH:31])=[N:25][CH:24]=1, predict the reactants needed to synthesize it.